This data is from Forward reaction prediction with 1.9M reactions from USPTO patents (1976-2016). The task is: Predict the product of the given reaction. (1) The product is: [F:34][C:32]([F:33])([F:35])[C:28]1[N:27]=[C:26]([NH:25][C:2]2[CH:3]=[CH:4][N:5]=[CH:6][C:7]=2[C:8]#[N:9])[CH:31]=[CH:30][CH:29]=1. Given the reactants Cl[C:2]1[C:7]([C:8]#[N:9])=[CH:6][N:5]=[C:4](N[C@@H]2CCCC[C@@H]2NC(=O)OC(C)(C)C)[CH:3]=1.[NH2:25][C:26]1[CH:31]=[CH:30][CH:29]=[C:28]([C:32]([F:35])([F:34])[F:33])[N:27]=1.C1(P(C2CCCCC2)C2C=CC=CC=2C2C(C(C)C)=CC(C(C)C)=CC=2C(C)C)CCCCC1.C(=O)([O-])[O-].[Cs+].[Cs+].C(O)(C(F)(F)F)=O, predict the reaction product. (2) Given the reactants CS([O:5][C@@H:6]1[C@H:13]2[C@H:9]([O:10][C:11]([CH3:15])([CH3:14])[O:12]2)[C:8]([CH2:16][O:17][C:18]([C:31]2[CH:36]=[CH:35][CH:34]=[CH:33][CH:32]=2)([C:25]2[CH:30]=[CH:29][CH:28]=[CH:27][CH:26]=2)[C:19]2[CH:24]=[CH:23][CH:22]=[CH:21][CH:20]=2)=[C:7]1[F:37])(=O)=O.[NH:38]1[CH:45]=[CH:44][C:42]([NH2:43])=[N:41][C:39]1=[O:40], predict the reaction product. The product is: [CH2-:7][C:6]([CH3:13])=[O:5].[NH2:43][C:42]1[CH:44]=[CH:45][N:38]([C@H:6]2[C@H:13]([OH:12])[C@H:9]([OH:10])[C:8]([CH2:16][OH:17])=[C:7]2[F:37])[C:39](=[O:40])[N:41]=1.[F:37][C:7]1[C@H:6]([OH:5])[C@@H:13]2[O:12][C:11]([CH3:15])([CH3:14])[O:10][C@@H:9]2[C:8]=1[CH2:16][O:17][C:18]([C:25]1[CH:26]=[CH:27][CH:28]=[CH:29][CH:30]=1)([C:19]1[CH:20]=[CH:21][CH:22]=[CH:23][CH:24]=1)[C:31]1[CH:36]=[CH:35][CH:34]=[CH:33][CH:32]=1. (3) Given the reactants C([O:3][C:4](=[O:21])[C:5]([C:15]1[CH:20]=[CH:19][CH:18]=[CH:17][N:16]=1)=[CH:6][C:7]1[CH:12]=[CH:11][C:10]([O:13][CH3:14])=[CH:9][CH:8]=1)C.[OH-].[Na+], predict the reaction product. The product is: [CH3:14][O:13][C:10]1[CH:11]=[CH:12][C:7]([CH:6]=[C:5]([C:15]2[CH:20]=[CH:19][CH:18]=[CH:17][N:16]=2)[C:4]([OH:21])=[O:3])=[CH:8][CH:9]=1.